Task: Predict the reaction yield, written as a fraction of the theoretical maximum amount of product (1.0 means a 100% yield; for example, 0.34 means a 34% yield).. Dataset: Reaction yield outcomes from USPTO patents with 853,638 reactions (1) The reactants are CS(Cl)(=O)=O.[C:6]([O:10][C:11]([NH:13][C:14]1[C:15]([NH:19][C:20](=[O:29])[C:21]2[CH:26]=[CH:25][C:24]([CH2:27]O)=[CH:23][CH:22]=2)=[CH:16][S:17][CH:18]=1)=[O:12])([CH3:9])([CH3:8])[CH3:7].C(N(CC)CC)C.[NH2:37][CH2:38][CH2:39][CH2:40][N:41]1[CH2:46][CH2:45][O:44][CH2:43][CH2:42]1. The catalyst is ClCCl.C(OCC)(=O)C.O.C(#N)C. The product is [C:6]([O:10][C:11]([NH:13][C:14]1[C:15]([NH:19][C:20](=[O:29])[C:21]2[CH:26]=[CH:25][C:24]([CH2:27][NH:37][CH2:38][CH2:39][CH2:40][N:41]3[CH2:46][CH2:45][O:44][CH2:43][CH2:42]3)=[CH:23][CH:22]=2)=[CH:16][S:17][CH:18]=1)=[O:12])([CH3:9])([CH3:8])[CH3:7]. The yield is 0.390. (2) The reactants are [CH3:1][O:2][C:3]1[CH:4]=[C:5]2[C:10](=[CH:11][C:12]=1[O:13][CH3:14])[C:9](=[O:15])[NH:8][CH2:7]/[C:6]/2=[CH:16]\[C:17]([O:19]CC)=[O:18].[Li+].[OH-]. The catalyst is CO.C1COCC1. The product is [CH3:1][O:2][C:3]1[CH:4]=[C:5]2[C:10](=[CH:11][C:12]=1[O:13][CH3:14])[C:9](=[O:15])[NH:8][CH2:7]/[C:6]/2=[CH:16]\[C:17]([OH:19])=[O:18]. The yield is 0.770. (3) The reactants are [CH:1]1([C:4](=[O:10])[CH2:5][C:6]([O:8][CH3:9])=[O:7])[CH2:3][CH2:2]1.[CH:11](OCC)(OCC)OCC.[Cl:21][C:22]1[CH:27]=[CH:26][C:25]([NH2:28])=[CH:24][N:23]=1. No catalyst specified. The product is [Cl:21][C:22]1[N:23]=[CH:24][C:25]([NH:28][CH:11]=[C:5]([C:4]([CH:1]2[CH2:3][CH2:2]2)=[O:10])[C:6]([O:8][CH3:9])=[O:7])=[CH:26][CH:27]=1. The yield is 0.280.